Dataset: Full USPTO retrosynthesis dataset with 1.9M reactions from patents (1976-2016). Task: Predict the reactants needed to synthesize the given product. (1) Given the product [F:11][C:8]1[CH:7]=[CH:6][C:5]([CH:3]([OH:4])[CH:2]([NH:1][C:26]([CH:20]2[CH2:25][CH2:24][CH2:23][CH2:22][CH2:21]2)=[O:27])[CH2:12][C:13]2[CH:14]=[CH:15][C:16]([F:19])=[CH:17][CH:18]=2)=[CH:10][CH:9]=1, predict the reactants needed to synthesize it. The reactants are: [NH2:1][CH:2]([CH2:12][C:13]1[CH:18]=[CH:17][C:16]([F:19])=[CH:15][CH:14]=1)[CH:3]([C:5]1[CH:10]=[CH:9][C:8]([F:11])=[CH:7][CH:6]=1)[OH:4].[CH:20]1([C:26](Cl)=[O:27])[CH2:25][CH2:24][CH2:23][CH2:22][CH2:21]1.C(=O)([O-])O.[Na+]. (2) The reactants are: [CH3:1][O:2][CH2:3][CH2:4][O:5][C:6]1[CH:7]=[C:8]2[C:20]([NH:21][C:22]3[CH:23]=[CH:24][CH:25]=[C:26]([C:28]#[CH:29])[CH:27]=3)=[N:19][CH:18]=[N:17][C:9]2=[CH:10][C:11]=1[O:12][CH2:13][CH2:14][O:15][CH3:16].Cl.O.[OH-].[Na+]. Given the product [CH3:1][O:2][CH2:3][CH2:4][O:5][C:6]1[CH:7]=[C:8]2[C:20]([NH:21][C:22]3[CH:23]=[CH:24][CH:25]=[C:26]([C:28]#[CH:29])[CH:27]=3)=[N:19][CH:18]=[N:17][C:9]2=[CH:10][C:11]=1[O:12][CH2:13][CH2:14][O:15][CH3:16], predict the reactants needed to synthesize it. (3) Given the product [Cl:1][C:2]1[CH:7]=[CH:6][C:5](/[CH:8]=[CH:9]\[CH:10]([S:17][CH:8](/[CH:9]=[CH:8]\[C:5]2[CH:6]=[CH:7][C:2]([Cl:1])=[CH:3][CH:4]=2)[C:5]2[CH:6]=[CH:7][CH:2]=[CH:3][CH:4]=2)[C:11]2[CH:16]=[CH:15][CH:14]=[CH:13][CH:12]=2)=[CH:4][CH:3]=1, predict the reactants needed to synthesize it. The reactants are: [Cl:1][C:2]1[CH:7]=[CH:6][C:5]([C:8]#[CH:9])=[CH:4][CH:3]=1.[CH2:10]([SH:17])[C:11]1[CH:16]=[CH:15][CH:14]=[CH:13][CH:12]=1.[Na].